The task is: Regression. Given a peptide amino acid sequence and an MHC pseudo amino acid sequence, predict their binding affinity value. This is MHC class I binding data.. This data is from Peptide-MHC class I binding affinity with 185,985 pairs from IEDB/IMGT. The peptide sequence is TRAVGKPLL. The MHC is HLA-B40:01 with pseudo-sequence HLA-B40:01. The binding affinity (normalized) is 0.0847.